This data is from Forward reaction prediction with 1.9M reactions from USPTO patents (1976-2016). The task is: Predict the product of the given reaction. (1) Given the reactants [CH:1]1[C:13]2[CH:12]([CH2:14][O:15][C:16]([NH:18][CH:19]([CH:24]([C:26]3[C:34]4[C:29](=[CH:30][CH:31]=[CH:32][CH:33]=4)[NH:28][CH:27]=3)[CH3:25])[C:20]([O:22]C)=[O:21])=[O:17])[C:11]3[C:6](=[CH:7][CH:8]=[CH:9][CH:10]=3)[C:5]=2[CH:4]=[CH:3][CH:2]=1.Cl.O.C(OCC)(=O)C.CCCCCC, predict the reaction product. The product is: [CH:1]1[C:13]2[CH:12]([CH2:14][O:15][C:16]([NH:18][CH:19]([CH:24]([C:26]3[C:34]4[C:29](=[CH:30][CH:31]=[CH:32][CH:33]=4)[NH:28][CH:27]=3)[CH3:25])[C:20]([OH:22])=[O:21])=[O:17])[C:11]3[C:6](=[CH:7][CH:8]=[CH:9][CH:10]=3)[C:5]=2[CH:4]=[CH:3][CH:2]=1. (2) Given the reactants [CH2:1]([O:4][C:5]([O:7][C@H:8]1[C@H:21]([OH:22])[C@@H:20]([CH2:23][O:24][CH2:25][C:26]2[CH:31]=[CH:30][CH:29]=[CH:28][CH:27]=2)[O:19][C@@H:10]([O:11][Si:12]([C:15]([CH3:18])([CH3:17])[CH3:16])([CH3:14])[CH3:13])[C@@H:9]1[N:32]=[N+:33]=[N-:34])=[O:6])[CH:2]=[CH2:3].N1C=NN=N1.C(N(CC)[P:43]1[O:49][CH2:48][C:47]2[CH:50]=[CH:51][CH:52]=[CH:53][C:46]=2[CH2:45][O:44]1)C.C1C=C(Cl)C=C(C(OO)=[O:64])C=1, predict the reaction product. The product is: [CH2:1]([O:4][C:5]([O:7][C@H:8]1[C@H:21]([O:22][P:43]2(=[O:64])[O:44][CH2:45][C:46]3[CH:53]=[CH:52][CH:51]=[CH:50][C:47]=3[CH2:48][O:49]2)[C@@H:20]([CH2:23][O:24][CH2:25][C:26]2[CH:31]=[CH:30][CH:29]=[CH:28][CH:27]=2)[O:19][C@@H:10]([O:11][Si:12]([C:15]([CH3:18])([CH3:17])[CH3:16])([CH3:13])[CH3:14])[C@@H:9]1[N:32]=[N+:33]=[N-:34])=[O:6])[CH:2]=[CH2:3]. (3) The product is: [CH3:11][O:10][CH2:9][CH2:8][N:7]1[CH2:2][CH2:3][NH:4][C:5]1=[O:6]. Given the reactants Cl[CH2:2][CH2:3][NH:4][C:5]([NH:7][CH2:8][CH2:9][O:10][CH3:11])=[O:6].[H-].[Na+].[NH4+].[Cl-], predict the reaction product. (4) Given the reactants [CH2:1]([N:8]1[C:20]2[CH:19]=[C:18]([C:21]([OH:23])=O)[CH:17]=[CH:16][C:15]=2[C:14]2[C:9]1=[CH:10][C:11]([C:26]1[C:27]([CH3:32])=[N:28][O:29][C:30]=1[CH3:31])=[CH:12][C:13]=2[C:24]#[N:25])[C:2]1[CH:7]=[CH:6][CH:5]=[CH:4][CH:3]=1.CN(C(ON1N=NC2C=CC=CC1=2)=[N+](C)C)C.[B-](F)(F)(F)F.[NH:55]1[CH2:60][CH2:59][O:58][CH2:57][CH2:56]1, predict the reaction product. The product is: [CH2:1]([N:8]1[C:9]2[CH:10]=[C:11]([C:26]3[C:27]([CH3:32])=[N:28][O:29][C:30]=3[CH3:31])[CH:12]=[C:13]([C:24]#[N:25])[C:14]=2[C:15]2[C:20]1=[CH:19][C:18]([C:21]([N:55]1[CH2:60][CH2:59][O:58][CH2:57][CH2:56]1)=[O:23])=[CH:17][CH:16]=2)[C:2]1[CH:7]=[CH:6][CH:5]=[CH:4][CH:3]=1.